The task is: Binary Classification. Given a miRNA mature sequence and a target amino acid sequence, predict their likelihood of interaction.. This data is from Experimentally validated miRNA-target interactions with 360,000+ pairs, plus equal number of negative samples. (1) The miRNA is hsa-miR-1246 with sequence AAUGGAUUUUUGGAGCAGG. The protein sequence of the target gene is MAHKQIYYSDKYFDEHYEYRHVMLPRELSKQVPKTHLMSEEEWRRLGVQQSLGWVHYMIHEPEPHILLFRRPLPKDQQK. Result: 1 (interaction). (2) The miRNA is cel-miR-251 with sequence UUAAGUAGUGGUGCCGCUCUUA. The protein sequence of the target gene is MKRSLQALYCQLLSFLLILALTEALAFAIQEPSPRESLQVLPSGTPPGTMVTAPHSSTRHTSVVMLTPNPDGPPSQAAAPMATPTPRAEGHPPTHTISTIAATVTAPHSESSLSTGPAPAAMATTSSKPEGRPRGQAAPTILLTKPPGATSRPTTAPPRTTTRRPPRPPGSSRKGAGNSSRPVPPAPGGHSRSKEGQRGRNPSSTPLGQKRPLGKIFQIYKGNFTGSVEPEPSTLTPRTPLWGYSSSPQPQTVAATTVPSNTSWAPTTTSLGPAKDKPGLRRAAQGGGSTFTSQGGTPDA.... Result: 0 (no interaction).